From a dataset of Full USPTO retrosynthesis dataset with 1.9M reactions from patents (1976-2016). Predict the reactants needed to synthesize the given product. Given the product [F:38][C:39]1[CH:40]=[C:41]([C:53]2[CH:52]=[CH:51][C:50]([O:49][CH3:48])=[C:55]([C:2]3[C:11]4[C:6](=[CH:7][C:8]([S:12]([NH:15][C:16]5[CH:21]=[CH:20][N:19]=[CH:18][N:17]=5)(=[O:14])=[O:13])=[CH:9][CH:10]=4)[N:5]=[CH:4][CH:3]=3)[CH:54]=2)[CH:42]=[CH:43][CH:44]=1, predict the reactants needed to synthesize it. The reactants are: Cl[C:2]1[C:11]2[C:6](=[CH:7][C:8]([S:12]([NH:15][C:16]3[CH:21]=[CH:20][N:19]=[CH:18][N:17]=3)(=[O:14])=[O:13])=[CH:9][CH:10]=2)[N:5]=[CH:4][CH:3]=1.ClC1C=CC=CC=1B(O)O.C(=O)([O-])[O-].[K+].[K+].[F:38][C:39]1[CH:40]=[C:41](B(O)O)[CH:42]=[CH:43][CH:44]=1.[CH3:48][O:49][C:50]1[CH:51]=[CH:52][CH:53]=[C:54](OC)[C:55]=1C1C=CC=CC=1P(C1CCCCC1)C1CCCCC1.P([O-])([O-])([O-])=O.[K+].[K+].[K+].